This data is from Forward reaction prediction with 1.9M reactions from USPTO patents (1976-2016). The task is: Predict the product of the given reaction. (1) Given the reactants [F:1][C:2]1[CH:3]=[C:4]([CH:7]=[CH:8][C:9]=1F)[CH:5]=[O:6].[F:11][C:12]1[CH:19]=[CH:18][C:17]([OH:20])=[CH:16][C:13]=1[C:14]#[N:15], predict the reaction product. The product is: [F:11][C:12]1[CH:19]=[CH:18][C:17]([O:20][C:9]2[CH:8]=[CH:7][C:4]([CH:5]=[O:6])=[CH:3][C:2]=2[F:1])=[CH:16][C:13]=1[C:14]#[N:15]. (2) Given the reactants [NH2:1][C:2]1[CH:7]=[CH:6][C:5]([Br:8])=[CH:4][C:3]=1[C:9]([C:11]1[CH:16]=[CH:15][CH:14]=[CH:13][CH:12]=1)=O.[F:17][C:18]([F:26])([F:25])[C:19](=[O:24])[CH2:20][C:21](=O)[CH3:22], predict the reaction product. The product is: [Br:8][C:5]1[CH:4]=[C:3]2[C:2](=[CH:7][CH:6]=1)[N:1]=[C:21]([CH3:22])[C:20]([C:19](=[O:24])[C:18]([F:26])([F:25])[F:17])=[C:9]2[C:11]1[CH:16]=[CH:15][CH:14]=[CH:13][CH:12]=1. (3) Given the reactants [F:1][C:2]1[CH:3]=[C:4]([CH:8]=[CH:9][CH:10]=1)[C:5]([OH:7])=O.S(Cl)(Cl)=O.[Cl:15][C:16]1[CH:21]=[CH:20][CH:19]=[CH:18][CH:17]=1.[Cl-].[Cl-].[Cl-].[Al+3].Cl, predict the reaction product. The product is: [Cl:15][C:16]1[CH:21]=[CH:20][C:19]([C:5]([C:4]2[CH:8]=[CH:9][CH:10]=[C:2]([F:1])[CH:3]=2)=[O:7])=[CH:18][CH:17]=1. (4) Given the reactants [F:1][C:2]1[CH:7]=[CH:6][C:5]([NH2:8])=[CH:4][CH:3]=1.[C:9](O[C:9]([O:11][C:12]([CH3:15])([CH3:14])[CH3:13])=[O:10])([O:11][C:12]([CH3:15])([CH3:14])[CH3:13])=[O:10], predict the reaction product. The product is: [C:12]([O:11][C:9](=[O:10])[NH:8][C:5]1[CH:6]=[CH:7][C:2]([F:1])=[CH:3][CH:4]=1)([CH3:15])([CH3:14])[CH3:13]. (5) Given the reactants C(OC([NH:8][C:9]1[O:17][C:16]2[C:11](=[N:12][CH:13]=[C:14]([CH2:18][N:19]3[CH2:23][CH2:22][C@@H:21]([F:24])[CH2:20]3)[CH:15]=2)[C:10]=1[C:25]([NH:27][C:28]1[CH:29]=[N:30][CH:31]=[CH:32][C:33]=1[N:34]1[CH2:39][C@H:38]([C:40]([F:43])([F:42])[F:41])[CH2:37][C@H:36]([NH:44]C(=O)OC(C)(C)C)[CH2:35]1)=[O:26])=O)(C)(C)C.Cl.O1CCOCC1, predict the reaction product. The product is: [NH2:8][C:9]1[O:17][C:16]2[C:11](=[N:12][CH:13]=[C:14]([CH2:18][N:19]3[CH2:23][CH2:22][C@@H:21]([F:24])[CH2:20]3)[CH:15]=2)[C:10]=1[C:25]([NH:27][C:28]1[CH:29]=[N:30][CH:31]=[CH:32][C:33]=1[N:34]1[CH2:39][C@H:38]([C:40]([F:42])([F:43])[F:41])[CH2:37][C@H:36]([NH2:44])[CH2:35]1)=[O:26]. (6) Given the reactants [F:1][C:2]([F:13])([F:12])[C:3]1[CH:8]=[CH:7][C:6]([NH:9][CH:10]=O)=[CH:5][CH:4]=1.[Cl:14][C:15]1[N:23]=[C:22]2[C:18]([N:19]=[CH:20][N:21]2[CH3:24])=C(Cl)[N:16]=1, predict the reaction product. The product is: [Cl:14][C:15]1[N:23]=[C:22]2[C:18]([N:19]=[CH:20][N:21]2[CH3:24])=[C:10]([NH:9][C:6]2[CH:7]=[CH:8][C:3]([C:2]([F:13])([F:12])[F:1])=[CH:4][CH:5]=2)[N:16]=1. (7) Given the reactants O.O.[Cu:3](Cl)Cl.O.[C:7]([O-:12])(=[O:11])[C:8]([O-:10])=[O:9].[K+:13].[K+], predict the reaction product. The product is: [Cu:3].[C:7]([O-:12])(=[O:11])[C:8]([O-:10])=[O:9].[K+:13].[K+:13]. (8) The product is: [F:1][C:2]1[CH:7]=[CH:6][C:5]([C:8]2[C:9]3[N:10]([N:14]=[C:15]([NH:17][C:19]4[CH:24]=[CH:23][C:22]([N:25]5[CH:29]=[C:28]([CH3:30])[N:27]=[CH:26]5)=[C:21]([O:31][CH3:32])[CH:20]=4)[N:16]=3)[CH:11]=[CH:12][CH:13]=2)=[CH:4][CH:3]=1. Given the reactants [F:1][C:2]1[CH:7]=[CH:6][C:5]([C:8]2[C:9]3[N:10]([N:14]=[C:15]([NH2:17])[N:16]=3)[CH:11]=[CH:12][CH:13]=2)=[CH:4][CH:3]=1.Br[C:19]1[CH:24]=[CH:23][C:22]([N:25]2[CH:29]=[C:28]([CH3:30])[N:27]=[CH:26]2)=[C:21]([O:31][CH3:32])[CH:20]=1, predict the reaction product. (9) Given the reactants CO[C:3](=[O:14])[C:4]1[CH:9]=[CH:8][C:7]([C:10]([CH3:13])([CH3:12])[CH3:11])=[CH:6][CH:5]=1.[CH3:15][O:16][C:17]1[CH:22]=[CH:21][C:20]([C:23](=[O:25])[CH3:24])=[CH:19][CH:18]=1, predict the reaction product. The product is: [CH3:13][C:10]([C:7]1[CH:6]=[CH:5][C:4]([C:3]([CH2:24][C:23]([C:20]2[CH:21]=[CH:22][C:17]([O:16][CH3:15])=[CH:18][CH:19]=2)=[O:25])=[O:14])=[CH:9][CH:8]=1)([CH3:11])[CH3:12]. (10) Given the reactants Cl[C:2]1[CH:7]=[CH:6][N:5]=[C:4]([NH2:8])[CH:3]=1.[O-]P([O-])([O-])=O.[K+].[K+].[K+].C1(P(C2CCCCC2)C2C=CC=CC=2C2C(OC)=CC=CC=2OC)CCCCC1.[CH3:46][O:47][C:48]1[CH:53]=[C:52]([N+:54]([O-:56])=[O:55])[CH:51]=[CH:50][C:49]=1B1OC(C)(C)C(C)(C)O1, predict the reaction product. The product is: [CH3:46][O:47][C:48]1[CH:53]=[C:52]([N+:54]([O-:56])=[O:55])[CH:51]=[CH:50][C:49]=1[C:2]1[CH:7]=[CH:6][N:5]=[C:4]([NH2:8])[CH:3]=1.